From a dataset of Full USPTO retrosynthesis dataset with 1.9M reactions from patents (1976-2016). Predict the reactants needed to synthesize the given product. (1) Given the product [NH2:7][C:8]1[N:13]=[CH:12][C:11]([C:14]2[N:15]=[C:16]([N:36]3[CH2:37][CH2:38][O:39][CH2:40][CH2:41]3)[C:17]3[N:23]=[CH:22][C:21]([C:24]4[CH:25]=[CH:26][C:27]([C:30]([NH:31][CH:32]5[CH2:33][CH2:34]5)=[O:35])=[CH:28][CH:29]=4)=[CH:20][C:18]=3[N:19]=2)=[CH:10][N:9]=1, predict the reactants needed to synthesize it. The reactants are: C(OC(=O)[NH:7][C:8]1[N:13]=[CH:12][C:11]([C:14]2[N:15]=[C:16]([N:36]3[CH2:41][CH2:40][O:39][CH2:38][CH2:37]3)[C:17]3[N:23]=[CH:22][C:21]([C:24]4[CH:29]=[CH:28][C:27]([C:30](=[O:35])[NH:31][CH:32]5[CH2:34][CH2:33]5)=[CH:26][CH:25]=4)=[CH:20][C:18]=3[N:19]=2)=[CH:10][N:9]=1)(C)(C)C.C(Cl)Cl.C(O)(C(F)(F)F)=O. (2) The reactants are: CCN(C(C)C)C(C)C.[CH3:10][O:11][C:12]1[CH:13]=[CH:14][CH:15]=[C:16]2[C:21]=1[O:20][C:19](=[O:22])[C:18]([C:23]([OH:25])=O)=[CH:17]2.CN(C(ON1N=NC2C=CC=NC1=2)=[N+](C)C)C.F[P-](F)(F)(F)(F)F.[C:50]([O:54][C:55]([N:57]1[CH:61]=[CH:60][CH:59]=[C:58]1[C:62]1[CH:67]=[CH:66][CH:65]=[C:64]([NH2:68])[CH:63]=1)=[O:56])([CH3:53])([CH3:52])[CH3:51]. Given the product [C:50]([O:54][C:55]([N:57]1[CH:61]=[CH:60][CH:59]=[C:58]1[C:62]1[CH:67]=[CH:66][CH:65]=[C:64]([NH:68][C:23]([C:18]2[C:19](=[O:22])[O:20][C:21]3[C:16]([CH:17]=2)=[CH:15][CH:14]=[CH:13][C:12]=3[O:11][CH3:10])=[O:25])[CH:63]=1)=[O:56])([CH3:53])([CH3:51])[CH3:52], predict the reactants needed to synthesize it. (3) Given the product [CH2:35]([N:19]1[C:18]2[CH:20]=[C:21]([C:28]3[CH:32]=[CH:31][O:30][CH:29]=3)[CH:22]=[C:23]([C:24]([F:27])([F:25])[F:26])[C:17]=2[N:16]=[C:15]1[C:13]([N:10]1[CH2:11][CH2:12][CH:8]([C:5]2[CH:4]=[CH:3][C:2]([F:1])=[CH:7][CH:6]=2)[CH2:9]1)=[O:14])[CH3:36].[CH2:35]([N:16]1[C:17]2[C:23]([C:24]([F:27])([F:25])[F:26])=[CH:22][C:21]([C:28]3[CH:32]=[CH:31][O:30][CH:29]=3)=[CH:20][C:18]=2[N:19]=[C:15]1[C:13]([N:10]1[CH2:11][CH2:12][CH:8]([C:5]2[CH:4]=[CH:3][C:2]([F:1])=[CH:7][CH:6]=2)[CH2:9]1)=[O:14])[CH3:36], predict the reactants needed to synthesize it. The reactants are: [F:1][C:2]1[CH:7]=[CH:6][C:5]([CH:8]2[CH2:12][CH2:11][N:10]([C:13]([C:15]3[NH:19][C:18]4[CH:20]=[C:21]([C:28]5[CH:32]=[CH:31][O:30][CH:29]=5)[CH:22]=[C:23]([C:24]([F:27])([F:26])[F:25])[C:17]=4[N:16]=3)=[O:14])[CH2:9]2)=[CH:4][CH:3]=1.[H-].[Na+].[CH2:35](I)[CH3:36].